Dataset: Peptide-MHC class II binding affinity with 134,281 pairs from IEDB. Task: Regression. Given a peptide amino acid sequence and an MHC pseudo amino acid sequence, predict their binding affinity value. This is MHC class II binding data. (1) The binding affinity (normalized) is 0.593. The peptide sequence is DDCVVRPIDDRFGLA. The MHC is HLA-DQA10102-DQB10501 with pseudo-sequence HLA-DQA10102-DQB10501. (2) The peptide sequence is WEQIFSTWLLKPGAG. The MHC is HLA-DPA10201-DPB10501 with pseudo-sequence HLA-DPA10201-DPB10501. The binding affinity (normalized) is 0.288. (3) The peptide sequence is FNGGESKLKAEATTD. The MHC is HLA-DPA10103-DPB10201 with pseudo-sequence HLA-DPA10103-DPB10201. The binding affinity (normalized) is 0.0960. (4) The peptide sequence is GLALLSEAVLRGQAL. The MHC is DRB1_0404 with pseudo-sequence DRB1_0404. The binding affinity (normalized) is 0.719. (5) The peptide sequence is QGVADAYITLVTLPK. The MHC is DRB5_0101 with pseudo-sequence DRB5_0101. The binding affinity (normalized) is 0.594. (6) The peptide sequence is VFLGSAYGIPKVPPG. The MHC is HLA-DQA10301-DQB10302 with pseudo-sequence HLA-DQA10301-DQB10302. The binding affinity (normalized) is 0.194. (7) The peptide sequence is KVGEVCSFYADPKRY. The MHC is DRB1_0701 with pseudo-sequence DRB1_0701. The binding affinity (normalized) is 0.435. (8) The peptide sequence is TLYGPQLSQKIVQIN. The MHC is HLA-DQA10501-DQB10301 with pseudo-sequence HLA-DQA10501-DQB10301. The binding affinity (normalized) is 0.202. (9) The peptide sequence is GLLSYVIGLLPQNMV. The MHC is H-2-IAb with pseudo-sequence H-2-IAb. The binding affinity (normalized) is 0.402.